Dataset: Full USPTO retrosynthesis dataset with 1.9M reactions from patents (1976-2016). Task: Predict the reactants needed to synthesize the given product. (1) Given the product [N:27]([C:2]1[CH:11]=[C:10]2[C:5]([C:6]([NH:14][C:15]3[CH:20]=[C:19]([O:21][CH3:22])[CH:18]=[CH:17][C:16]=3[CH3:23])=[C:7]([C:12]#[N:13])[CH:8]=[N:9]2)=[CH:4][C:3]=1[N+:24]([O-:26])=[O:25])=[N+:28]=[N-:29], predict the reactants needed to synthesize it. The reactants are: Cl[C:2]1[CH:11]=[C:10]2[C:5]([C:6]([NH:14][C:15]3[CH:20]=[C:19]([O:21][CH3:22])[CH:18]=[CH:17][C:16]=3[CH3:23])=[C:7]([C:12]#[N:13])[CH:8]=[N:9]2)=[CH:4][C:3]=1[N+:24]([O-:26])=[O:25].[N-:27]=[N+:28]=[N-:29].[Na+]. (2) Given the product [NH2:3][N:4]([CH:8]=[N:9][S:10]([C:13]1[CH:14]=[CH:15][C:16]([CH3:19])=[CH:17][CH:18]=1)(=[O:11])=[O:12])[CH2:5][C:6]1[CH:2]=[CH:1][C:28]([O:27][CH3:26])=[CH:29][CH:30]=1, predict the reactants needed to synthesize it. The reactants are: [CH3:1][C:2]1[CH:6]=[C:5](C)[N:4]([C:8](=N)[NH:9][S:10]([C:13]2[CH:18]=[CH:17][C:16]([CH3:19])=[CH:15][CH:14]=2)(=[O:12])=[O:11])[N:3]=1.CS(O)(=O)=O.[CH3:26][O:27][C:28]1C=CC(CN)=[CH:30][CH:29]=1. (3) Given the product [Br:1][C:2]1[CH:7]=[CH:6][CH:5]=[CH:4][C:3]=1[N:8]1[CH2:39][CH2:38][N:11]([S:12]([C:15]2[CH:20]=[CH:19][CH:18]=[CH:17][C:16]=2[N+:21]([O-:23])=[O:22])(=[O:13])=[O:14])[CH2:10][CH:9]1[CH:26]=[CH2:27], predict the reactants needed to synthesize it. The reactants are: [Br:1][C:2]1[CH:7]=[CH:6][CH:5]=[CH:4][C:3]=1[NH:8][CH2:9][CH2:10][NH:11][S:12]([C:15]1[CH:20]=[CH:19][CH:18]=[CH:17][C:16]=1[N+:21]([O-:23])=[O:22])(=[O:14])=[O:13].C(=O)(OC)O/[CH:26]=[CH:27]\CCOC(=O)OC.[C:38]1(P(C2C=CC=CC=2)C2C=CC=CN=2)C=CC=C[CH:39]=1. (4) Given the product [CH2:1]([O:3][C:4](=[O:13])[CH2:5][CH:6]1[CH2:11][CH2:10][CH:9]([I:14])[CH2:8][CH2:7]1)[CH3:2], predict the reactants needed to synthesize it. The reactants are: [CH2:1]([O:3][C:4](=[O:13])[CH2:5][CH:6]1[CH2:11][CH2:10][CH:9](O)[CH2:8][CH2:7]1)[CH3:2].[I:14]I.N1C=CN=C1.C1(P(C2C=CC=CC=2)C2C=CC=CC=2)C=CC=CC=1. (5) Given the product [CH2:1]([O:8][C:9](=[O:10])[NH:11][C:12]1[C:13]([C:29]([NH:32][C:33]2[CH:34]=[N:35][CH:36]=[CH:37][C:38]=2[N:39]2[CH2:44][C@H:43]([CH3:45])[C@@H:42]([OH:46])[C@H:41]([NH2:54])[CH2:40]2)=[O:30])=[N:14][C:15]2[C:20]([CH:21]=1)=[CH:19][CH:18]=[C:17]([N:22]1[CH2:27][CH2:26][O:25][CH2:24][C:23]1=[O:28])[CH:16]=2)[C:2]1[CH:7]=[CH:6][CH:5]=[CH:4][CH:3]=1, predict the reactants needed to synthesize it. The reactants are: [CH2:1]([O:8][C:9]([NH:11][C:12]1[C:13]([C:29](O)=[O:30])=[N:14][C:15]2[C:20]([CH:21]=1)=[CH:19][CH:18]=[C:17]([N:22]1[CH2:27][CH2:26][O:25][CH2:24][C:23]1=[O:28])[CH:16]=2)=[O:10])[C:2]1[CH:7]=[CH:6][CH:5]=[CH:4][CH:3]=1.[NH2:32][C:33]1[CH:34]=[N:35][CH:36]=[CH:37][C:38]=1[N:39]1[CH2:44][C@H:43]([CH3:45])[C@@H:42]([O:46][Si](C(C)(C)C)(C)C)[C@H:41]([NH:54]C(=O)OC(C)(C)C)[CH2:40]1.CN(C(ON1N=NC2C=CC=NC1=2)=[N+](C)C)C.F[P-](F)(F)(F)(F)F.CCN(C(C)C)C(C)C. (6) Given the product [C:9]1([N:8]=[N:7][C:1]2[CH:6]=[CH:5][CH:4]=[CH:3][CH:2]=2)[CH:10]=[CH:11][CH:12]=[CH:13][CH:14]=1.[NH2:28][CH2:26][CH2:25][CH2:24][CH2:23][CH2:22][CH2:21][CH2:20][CH2:19][CH2:18][CH2:17][CH2:16][O:15][C:12]1[CH:11]=[CH:10][C:9]([N:8]=[N:7][C:1]2[CH:6]=[CH:5][CH:4]=[CH:3][CH:2]=2)=[CH:14][CH:13]=1, predict the reactants needed to synthesize it. The reactants are: [C:1]1([N:7]=[N:8][C:9]2[CH:14]=[CH:13][C:12]([O:15][CH2:16][CH2:17][CH2:18][CH2:19][CH2:20][CH2:21][CH2:22][CH2:23][CH2:24][CH2:25][C:26]([NH2:28])=O)=[CH:11][CH:10]=2)[CH:6]=[CH:5][CH:4]=[CH:3][CH:2]=1.[H-].[Li+].[Al+3].[H-].[H-].[H-].C(OCC)C.